This data is from Full USPTO retrosynthesis dataset with 1.9M reactions from patents (1976-2016). The task is: Predict the reactants needed to synthesize the given product. (1) Given the product [Cl:16][C:6]1[C:7]([CH:8]([CH2:13][CH2:14][CH3:15])[C:9]([O:11][CH3:12])=[O:10])=[C:2]([C:24]2[CH:29]=[CH:28][C:27]([CH3:30])=[CH:26][CH:25]=2)[N:3]=[C:4]([N:17]2[CH2:22][CH2:21][CH2:20][CH2:19][CH2:18]2)[N:5]=1, predict the reactants needed to synthesize it. The reactants are: Cl[C:2]1[C:7]([CH:8]([CH2:13][CH2:14][CH3:15])[C:9]([O:11][CH3:12])=[O:10])=[C:6]([Cl:16])[N:5]=[C:4]([N:17]2[CH2:22][CH2:21][CH2:20][CH2:19][CH2:18]2)[N:3]=1.B(O)(O)[C:24]1[CH:25]=[CH:26][C:27]([CH3:30])=[CH:28][CH:29]=1.C(N(CC)C(C)C)(C)C. (2) Given the product [N:30]([C@@H:2]1[C@@:26]2([CH3:27])[CH:6]([CH2:7][CH2:8][C@@H:9]3[C@@H:25]2[CH2:24][CH2:23][C@@:22]2([CH3:28])[C@H:10]3[CH2:11][CH2:12][C@@H:13]2[C@H:14]([CH3:21])[CH2:15][CH2:16][CH2:17][CH:18]([CH3:19])[CH3:20])[CH2:5][C@@H:4]([OH:34])[C@H:35]1[OH:36])=[N+:31]=[N-:32], predict the reactants needed to synthesize it. The reactants are: O1[CH:16]([CH2:17][CH:18]([CH3:20])[CH3:19])[CH2:15][C@@H:14]([CH3:21])[C@@H:13]2[C@@:22]3([CH3:28])[CH2:23][CH2:24][C@@H:25]4[C@:26]5([CH3:27])[CH:6]([CH2:7][CH2:8][C@H:9]4[C@@H:10]3[CH2:11][CH2:12]2)[CH2:5][C@@H:4](O)C[CH:2]15.[N-:30]=[N+:31]=[N-:32].[Na+].[OH2:34].[CH3:35][OH:36].